Predict the reactants needed to synthesize the given product. From a dataset of Full USPTO retrosynthesis dataset with 1.9M reactions from patents (1976-2016). (1) The reactants are: B(Cl)(Cl)Cl.[O:5]1[C:10]2[CH:11]=[CH:12][C:13]([NH2:15])=[CH:14][C:9]=2[O:8][CH2:7][CH2:6]1.[Cl:16][CH2:17][C:18]#N.[Cl-].[Al+3].[Cl-].[Cl-].[OH2:24]. Given the product [NH2:15][C:13]1[C:12]([C:18](=[O:24])[CH2:17][Cl:16])=[CH:11][C:10]2[O:5][CH2:6][CH2:7][O:8][C:9]=2[CH:14]=1, predict the reactants needed to synthesize it. (2) Given the product [CH2:40]([N:47]1[CH:51]=[C:50]([CH2:52][CH2:53][CH2:54]/[CH:55]=[CH:15]/[CH:12]2[CH2:11][CH2:10][N:9]([C:7]([O:6][C:2]([CH3:3])([CH3:4])[CH3:5])=[O:8])[CH2:14][CH2:13]2)[N:49]=[N:48]1)[C:41]1[CH:42]=[CH:43][CH:44]=[CH:45][CH:46]=1, predict the reactants needed to synthesize it. The reactants are: [I-].[C:2]([O:6][C:7]([N:9]1[CH2:14][CH2:13][CH:12]([CH2:15][P+](C2C=CC=CC=2)(C2C=CC=CC=2)C2C=CC=CC=2)[CH2:11][CH2:10]1)=[O:8])([CH3:5])([CH3:4])[CH3:3].C([Li])CCC.[CH2:40]([N:47]1[CH:51]=[C:50]([CH2:52][CH2:53][CH2:54][CH:55]=O)[N:49]=[N:48]1)[C:41]1[CH:46]=[CH:45][CH:44]=[CH:43][CH:42]=1. (3) Given the product [CH3:38][N:39]1[CH:43]=[C:42]([NH:44][C:2]2[N:3]=[C:4]([O:25][C@H:26]3[CH2:27][C@H:28]([NH:30][C:31](=[O:37])[O:32][C:33]([CH3:34])([CH3:35])[CH3:36])[CH2:29]3)[C:5]3[C:10]([C:11]4[CH:16]=[CH:15][CH:14]=[CH:13][N:12]=4)=[CH:9][N:8]([CH2:17][O:18][CH2:19][CH2:20][Si:21]([CH3:24])([CH3:22])[CH3:23])[C:6]=3[N:7]=2)[CH:41]=[N:40]1, predict the reactants needed to synthesize it. The reactants are: Cl[C:2]1[N:3]=[C:4]([O:25][C@H:26]2[CH2:29][C@H:28]([NH:30][C:31](=[O:37])[O:32][C:33]([CH3:36])([CH3:35])[CH3:34])[CH2:27]2)[C:5]2[C:10]([C:11]3[CH:16]=[CH:15][CH:14]=[CH:13][N:12]=3)=[CH:9][N:8]([CH2:17][O:18][CH2:19][CH2:20][Si:21]([CH3:24])([CH3:23])[CH3:22])[C:6]=2[N:7]=1.[CH3:38][N:39]1[CH:43]=[C:42]([NH2:44])[CH:41]=[N:40]1.C(=O)([O-])[O-].[Cs+].[Cs+].CC1(C)C2C=CC=C(P(C3C=CC=CC=3)C3C=CC=CC=3)C=2OC2C1=CC=CC=2P(C1C=CC=CC=1)C1C=CC=CC=1. (4) Given the product [Br-:1].[CH3:5][N+:6]1[CH:10]=[CH:9][N:8]([CH2:2][CH2:3][CH3:4])[CH:7]=1, predict the reactants needed to synthesize it. The reactants are: [Br:1][CH2:2][CH2:3][CH3:4].[CH3:5][N:6]1[CH:10]=[CH:9][N:8]=[CH:7]1.